Dataset: Reaction yield outcomes from USPTO patents with 853,638 reactions. Task: Predict the reaction yield, written as a fraction of the theoretical maximum amount of product (1.0 means a 100% yield; for example, 0.34 means a 34% yield). (1) The reactants are [Cl:1][C:2]1[C:3]([C:23]2[N:27]3[CH:28]=[CH:29][CH:30]=[CH:31][C:26]3=[N:25][CH:24]=2)=[N:4][C:5]([NH:8][C:9]2[CH:14]=[CH:13][C:12]([N:15]3[CH2:20][CH2:19][NH:18][CH2:17][CH2:16]3)=[CH:11][C:10]=2[O:21][CH3:22])=[N:6][CH:7]=1.[CH3:32][C@H:33]1[CH2:35][O:34]1. The catalyst is C(O)C. The product is [Cl:1][C:2]1[C:3]([C:23]2[N:27]3[CH:28]=[CH:29][CH:30]=[CH:31][C:26]3=[N:25][CH:24]=2)=[N:4][C:5]([NH:8][C:9]2[CH:14]=[CH:13][C:12]([N:15]3[CH2:16][CH2:17][N:18]([CH2:32][C@@H:33]([OH:34])[CH3:35])[CH2:19][CH2:20]3)=[CH:11][C:10]=2[O:21][CH3:22])=[N:6][CH:7]=1. The yield is 0.580. (2) The reactants are [CH3:1][C:2]([C:4]([CH3:6])=[CH2:5])=[CH2:3].[C:7]([OH:11])(=[O:10])[CH:8]=[CH2:9].BrC1C=CC=CC=1B(O)O.O. The catalyst is C(Cl)Cl. The product is [CH3:3][C:2]1[CH2:1][CH:8]([C:7]([OH:11])=[O:10])[CH2:9][CH2:5][C:4]=1[CH3:6]. The yield is 0.760. (3) The reactants are [CH2:1]([O:3][C:4]([C:6]1[CH2:7][N:8]([C:13]([O:15][CH2:16][C:17]2[CH:22]=[CH:21][CH:20]=[CH:19][CH:18]=2)=[O:14])[CH2:9][CH2:10][C:11]=1[OH:12])=[O:5])[CH3:2].C[Si]([N-][Si](C)(C)C)(C)C.[Na+].C1C=CC(N([S:40]([C:43]([F:46])([F:45])[F:44])(=[O:42])=[O:41])[S:40]([C:43]([F:46])([F:45])[F:44])(=[O:42])=[O:41])=CC=1. The catalyst is C1COCC1. The product is [CH2:1]([O:3][C:4]([C:6]1[CH2:7][N:8]([C:13]([O:15][CH2:16][C:17]2[CH:18]=[CH:19][CH:20]=[CH:21][CH:22]=2)=[O:14])[CH2:9][CH2:10][C:11]=1[O:12][S:40]([C:43]([F:46])([F:45])[F:44])(=[O:42])=[O:41])=[O:5])[CH3:2]. The yield is 0.810. (4) The reactants are [CH3:1][N:2]([CH2:15][CH:16]1[CH2:20][CH2:19][N:18]([CH3:21])[CH2:17]1)[C:3]1[O:4][C:5]2[CH:11]=[CH:10][C:9]([N+:12]([O-])=O)=[CH:8][C:6]=2[N:7]=1. The catalyst is C(O)(=O)C.[Fe]. The product is [CH3:1][N:2]([CH2:15][CH:16]1[CH2:20][CH2:19][N:18]([CH3:21])[CH2:17]1)[C:3]1[O:4][C:5]2[CH:11]=[CH:10][C:9]([NH2:12])=[CH:8][C:6]=2[N:7]=1. The yield is 0.690. (5) The reactants are Br[C:2]1[CH:19]=[CH:18][C:5]([O:6][C:7]2[C:8]3[CH:15]=[CH:14][C:13]([O:16][CH3:17])=[CH:12][C:9]=3[S:10][CH:11]=2)=[CH:4][CH:3]=1.[CH3:20][C:21](=[O:24])[CH:22]=[CH2:23].C(N(CC)CC)C. The catalyst is CN(C=O)C.CCOC(C)=O.[Cl-].[Na+].O.Cl[Pd](Cl)([P](C1C=CC=CC=1)(C1C=CC=CC=1)C1C=CC=CC=1)[P](C1C=CC=CC=1)(C1C=CC=CC=1)C1C=CC=CC=1. The product is [CH3:17][O:16][C:13]1[CH:14]=[CH:15][C:8]2[C:7]([O:6][C:5]3[CH:18]=[CH:19][C:2](/[CH:23]=[CH:22]/[C:21](=[O:24])[CH3:20])=[CH:3][CH:4]=3)=[CH:11][S:10][C:9]=2[CH:12]=1. The yield is 0.600. (6) The reactants are [F:1][C:2]1[CH:3]=[C:4]([C@H:10]2[CH2:14][CH2:13][CH2:12][N:11]2[C:15]2[CH:20]=[CH:19][N:18]3[N:21]=[CH:22][C:23]([C:24]([OH:26])=O)=[C:17]3[N:16]=2)[C:5]([O:8][CH3:9])=[N:6][CH:7]=1.C1C=CC2N(O)N=NC=2C=1.CCN=C=NCCCN(C)C.[NH2:48][C@H:49]1[CH2:54][CH2:53][C@H:52]([OH:55])[CH2:51][CH2:50]1.C(N(CC)CC)C. The catalyst is C(Cl)Cl.CCOC(C)=O. The product is [F:1][C:2]1[CH:3]=[C:4]([C@H:10]2[CH2:14][CH2:13][CH2:12][N:11]2[C:15]2[CH:20]=[CH:19][N:18]3[N:21]=[CH:22][C:23]([C:24]([NH:48][C@H:49]4[CH2:54][CH2:53][C@H:52]([OH:55])[CH2:51][CH2:50]4)=[O:26])=[C:17]3[N:16]=2)[C:5]([O:8][CH3:9])=[N:6][CH:7]=1. The yield is 0.600. (7) The reactants are [CH:1](=[O:13])[C:2]1[CH:12]=[C:9]([O:10][CH3:11])[C:7]([OH:8])=[C:4]([O:5][CH3:6])[CH:3]=1.C(=O)([O-])[O-].[K+].[K+].[CH2:20](Br)[C:21]1[CH:26]=[CH:25][CH:24]=[CH:23][CH:22]=1.ClCCl. The catalyst is CN(C)C=O. The product is [CH2:20]([O:8][C:7]1[C:9]([O:10][CH3:11])=[CH:12][C:2]([CH:1]=[O:13])=[CH:3][C:4]=1[O:5][CH3:6])[C:21]1[CH:26]=[CH:25][CH:24]=[CH:23][CH:22]=1. The yield is 0.870.